This data is from Reaction yield outcomes from USPTO patents with 853,638 reactions. The task is: Predict the reaction yield, written as a fraction of the theoretical maximum amount of product (1.0 means a 100% yield; for example, 0.34 means a 34% yield). (1) The reactants are FC(F)(F)C(O)=O.ClC1C(N[C@@H]2[C@@H]3C[C@@H](C=C3)[C@@H]2C(N)=O)=C2N=C(C3C=CC(CN4CCOCC4)=CC=3)NC2=NC=1.[NH2:42][C:43]1[C:48]([NH2:49])=[C:47]([NH:50][C@@H:51]2[C@@H:56]3[CH2:57][C@@H:53]([CH:54]=[CH:55]3)[C@@H:52]2[C:58]([NH2:60])=[O:59])[C:46]([Cl:61])=[CH:45][N:44]=1.[CH3:62][O:63][C:64]1[CH:71]=[C:70]([N:72]2[CH2:77][CH2:76][CH:75]([N:78]3[CH2:83][CH2:82][N:81]([CH3:84])[CH2:80][CH2:79]3)[CH2:74][CH2:73]2)[CH:69]=[CH:68][C:65]=1[CH:66]=O. No catalyst specified. The product is [Cl:61][C:46]1[C:47]([NH:50][C@@H:51]2[C@@H:56]3[CH2:57][C@@H:53]([CH:54]=[CH:55]3)[C@@H:52]2[C:58]([NH2:60])=[O:59])=[C:48]2[N:49]=[C:66]([C:65]3[CH:68]=[CH:69][C:70]([N:72]4[CH2:77][CH2:76][CH:75]([N:78]5[CH2:79][CH2:80][N:81]([CH3:84])[CH2:82][CH2:83]5)[CH2:74][CH2:73]4)=[CH:71][C:64]=3[O:63][CH3:62])[NH:42][C:43]2=[N:44][CH:45]=1. The yield is 0.600. (2) The reactants are [O:1]=[C:2]1[C:10]2[C:5](=[C:6]([N:11]3[CH2:16][CH2:15][CH2:14][C@@H:13]([C:17](O)=[O:18])[CH2:12]3)[CH:7]=[CH:8][CH:9]=2)[C:4](=[O:20])[N:3]1[CH2:21][C:22]1[CH:27]=[CH:26][N:25]=[CH:24][CH:23]=1.[F:28][C:29]([F:40])([F:39])[O:30][C:31]1[CH:38]=[CH:37][CH:36]=[CH:35][C:32]=1[CH2:33][NH2:34].F[P-](F)(F)(F)(F)F.N1(O[P+](N(C)C)(N(C)C)N(C)C)C2C=CC=CC=2N=N1. The catalyst is C1COCC1.C([O-])(O)=O.[Na+].O. The product is [F:28][C:29]([F:39])([F:40])[O:30][C:31]1[CH:38]=[CH:37][CH:36]=[CH:35][C:32]=1[CH2:33][NH:34][C:17]([C@@H:13]1[CH2:14][CH2:15][CH2:16][N:11]([C:6]2[CH:7]=[CH:8][CH:9]=[C:10]3[C:5]=2[C:4](=[O:20])[N:3]([CH2:21][C:22]2[CH:23]=[CH:24][N:25]=[CH:26][CH:27]=2)[C:2]3=[O:1])[CH2:12]1)=[O:18]. The yield is 0.830. (3) The reactants are [Cl:1][C:2]1[CH:7]=[CH:6][C:5]([C:8]2[CH:13]=[C:12]([CH3:14])[C:11]([N:15]3[C:24]4[C:19](=[CH:20][C:21]([S:25](OC5C(F)=C(F)C(F)=C(F)C=5F)(=[O:27])=[O:26])=[CH:22][CH:23]=4)[CH:18]=[CH:17][C:16]3=[O:40])=[CH:10][C:9]=2[F:41])=[CH:4][C:3]=1[CH3:42].C1COCC1.[N:48]1[CH:53]=[CH:52][CH:51]=[N:50][C:49]=1[NH2:54].C[Si]([N-][Si](C)(C)C)(C)C.[Li+]. The catalyst is Cl.CCOC(C)=O.[Au].CCOC(C)=O.CCO.CCCCCCC. The product is [Cl:1][C:2]1[CH:7]=[CH:6][C:5]([C:8]2[CH:13]=[C:12]([CH3:14])[C:11]([N:15]3[C:24]4[C:19](=[CH:20][C:21]([S:25]([NH:54][C:49]5[N:50]=[CH:51][CH:52]=[CH:53][N:48]=5)(=[O:27])=[O:26])=[CH:22][CH:23]=4)[CH:18]=[CH:17][C:16]3=[O:40])=[CH:10][C:9]=2[F:41])=[CH:4][C:3]=1[CH3:42]. The yield is 0.275. (4) The reactants are Br[C:2]1[CH:7]=[C:6]([CH3:8])[C:5]([Br:9])=[CH:4][N:3]=1.[Cu][C:11]#[N:12].[C-]#N.[Na+].O. The catalyst is CN(C=O)C. The product is [Br:9][C:5]1[C:6]([CH3:8])=[CH:7][C:2]([C:11]#[N:12])=[N:3][CH:4]=1. The yield is 0.424. (5) The yield is 0.940. The reactants are C([O:4][CH2:5][CH2:6][C@H:7]1[C:20](=[O:21])[N:19]([CH2:22][C:23]([CH3:26])([CH3:25])[CH3:24])[CH2:18][C:10]2[C:11]3[CH:12]=[N:13][NH:14][C:15]=3[CH:16]=[CH:17][C:9]=2[CH2:8]1)(=O)C.C(=O)([O-])[O-].[K+].[K+]. The product is [OH:4][CH2:5][CH2:6][C@H:7]1[C:20](=[O:21])[N:19]([CH2:22][C:23]([CH3:26])([CH3:25])[CH3:24])[CH2:18][C:10]2[C:11]3[CH:12]=[N:13][NH:14][C:15]=3[CH:16]=[CH:17][C:9]=2[CH2:8]1. The catalyst is CO. (6) The reactants are Br[C:2]1[C:6]([Br:7])=[CH:5][S:4][CH:3]=1.[Li]C(C)(C)C.[C:13](=[O:15])=[O:14]. The catalyst is CCOCC.CCCCC. The product is [Br:7][C:6]1[C:2]([C:13]([OH:15])=[O:14])=[CH:3][S:4][CH:5]=1. The yield is 0.703. (7) The reactants are C([O:3][C:4]([C:6]1[C:10]([N+:11]([O-:13])=[O:12])=[CH:9][N:8]([CH2:14][C:15]2[CH:20]=[CH:19][C:18]([O:21][CH3:22])=[CH:17][CH:16]=2)[N:7]=1)=[O:5])C. The catalyst is [OH-].[Na+].CO. The product is [CH3:22][O:21][C:18]1[CH:17]=[CH:16][C:15]([CH2:14][N:8]2[CH:9]=[C:10]([N+:11]([O-:13])=[O:12])[C:6]([C:4]([OH:5])=[O:3])=[N:7]2)=[CH:20][CH:19]=1. The yield is 0.860. (8) The product is [NH2:1][C:2]1[C:9]([Cl:11])=[CH:8][C:7]([F:10])=[CH:6][C:3]=1[C:4]#[N:5]. The yield is 0.510. The catalyst is C(#N)C. The reactants are [NH2:1][C:2]1[CH:9]=[CH:8][C:7]([F:10])=[CH:6][C:3]=1[C:4]#[N:5].[Cl:11]N1C(=O)CCC1=O. (9) The reactants are [N-:1]=[N+:2]=[N-:3].[Na+].[C:5]([O:9][C:10](=[O:27])[C:11]1[C:16]([NH:17][C:18]2[CH:23]=[CH:22][C:21]([Br:24])=[CH:20][C:19]=2[Cl:25])=[CH:15][C:14](Cl)=[N:13][CH:12]=1)([CH3:8])([CH3:7])[CH3:6]. The catalyst is CN(C=O)C.CCOC(C)=O. The product is [C:5]([O:9][C:10](=[O:27])[C:11]1[C:16]([NH:17][C:18]2[CH:23]=[CH:22][C:21]([Br:24])=[CH:20][C:19]=2[Cl:25])=[CH:15][C:14]([N:1]=[N+:2]=[N-:3])=[N:13][CH:12]=1)([CH3:8])([CH3:6])[CH3:7]. The yield is 0.430.